Dataset: Catalyst prediction with 721,799 reactions and 888 catalyst types from USPTO. Task: Predict which catalyst facilitates the given reaction. (1) Reactant: [F:1][C:2]1[CH:3]=[CH:4][C:5]([C:8]2[C:12]([CH2:13][OH:14])=[C:11]([CH3:15])[O:10][N:9]=2)=[N:6][CH:7]=1.C(=O)([O-])O.[Na+]. Product: [F:1][C:2]1[CH:3]=[CH:4][C:5]([C:8]2[C:12]([CH:13]=[O:14])=[C:11]([CH3:15])[O:10][N:9]=2)=[N:6][CH:7]=1. The catalyst class is: 2. (2) Reactant: [CH3:13][C:12]([O:11][C:9](O[C:9]([O:11][C:12]([CH3:15])([CH3:14])[CH3:13])=[O:10])=[O:10])([CH3:15])[CH3:14].[Br:16][C:17]1[CH:22]=[CH:21][C:20]([N:23]2[C:32](=[O:33])[C:31]3[C:26](=[CH:27][CH:28]=[CH:29][CH:30]=3)[N:25]=[C:24]2[C:34]2[CH:35]=[C:36]3[C:40](=[CH:41][CH:42]=2)[NH:39][CH:38]=[CH:37]3)=[CH:19][CH:18]=1. Product: [Br:16][C:17]1[CH:22]=[CH:21][C:20]([N:23]2[C:32](=[O:33])[C:31]3[C:26](=[CH:27][CH:28]=[CH:29][CH:30]=3)[N:25]=[C:24]2[C:34]2[CH:35]=[C:36]3[C:40](=[CH:41][CH:42]=2)[N:39]([C:9]([O:11][C:12]([CH3:13])([CH3:14])[CH3:15])=[O:10])[CH:38]=[CH:37]3)=[CH:19][CH:18]=1. The catalyst class is: 251. (3) Reactant: [CH2:1]([O:3][C:4](=[O:18])[CH2:5][CH:6]1[O:10][B:9]([OH:11])[C:8]2[CH:12]=[C:13]([OH:17])[CH:14]=[C:15]([CH3:16])[C:7]1=2)[CH3:2].[H-].[Na+].Br[CH2:22][C:23]1[CH:28]=[CH:27][CH:26]=[CH:25][CH:24]=1. Product: [CH2:1]([O:3][C:4](=[O:18])[CH2:5][CH:6]1[O:10][B:9]([OH:11])[C:8]2[CH:12]=[C:13]([O:17][CH2:22][C:23]3[CH:28]=[CH:27][CH:26]=[CH:25][CH:24]=3)[CH:14]=[C:15]([CH3:16])[C:7]1=2)[CH3:2]. The catalyst class is: 3. (4) Reactant: Br[C:2]1[CH:3]=[C:4]([CH:16]=[C:17]([O:19][C:20]([F:23])([F:22])[F:21])[CH:18]=1)[C:5]([NH:7][CH2:8][C:9]1[CH:10]=[N:11][C:12]([CH3:15])=[CH:13][CH:14]=1)=[O:6].[CH3:24][C:25]1[CH:26]=[CH:27][C:28]([Sn](CCCC)(CCCC)CCCC)=[N:29][CH:30]=1. The catalyst class is: 206. Product: [CH3:24][C:25]1[CH:26]=[CH:27][C:28]([C:2]2[CH:3]=[C:4]([CH:16]=[C:17]([O:19][C:20]([F:23])([F:22])[F:21])[CH:18]=2)[C:5]([NH:7][CH2:8][C:9]2[CH:10]=[N:11][C:12]([CH3:15])=[CH:13][CH:14]=2)=[O:6])=[N:29][CH:30]=1. (5) Reactant: [C:1]1(=[O:11])[O:6][C:4](=[O:5])[C:3]2=[CH:7][CH:8]=[CH:9][CH:10]=[C:2]12.C([O:16][C:17](=[O:22])[NH:18][CH2:19][CH2:20][NH2:21])(C)(C)C. The catalyst class is: 11. Product: [C:2]([N:18]([CH2:19][CH2:20][N:21]1[C:1](=[O:11])[C:2]2[C:3](=[CH:7][CH:8]=[CH:9][CH:10]=2)[C:4]1=[O:6])[C:17](=[O:22])[OH:16])([CH3:3])([CH3:10])[CH3:1].[C:1]1(=[O:6])[NH:18][C:4](=[O:5])[C:3]2=[CH:7][CH:8]=[CH:9][CH:10]=[C:2]12. (6) Reactant: Cl[C:2]1[C:7]([O:8][C:9]2[CH:14]=[CH:13][CH:12]=[CH:11][C:10]=2[O:15][CH3:16])=[C:6]([Cl:17])[N:5]=[C:4]([C:18]2[CH:23]=[CH:22][N:21]=[CH:20][CH:19]=2)[N:3]=1.[K].[N:25]1[CH:30]=[CH:29][CH:28]=[CH:27][C:26]=1[CH2:31][CH2:32][S:33]([NH2:36])(=[O:35])=[O:34].C(N(CC)CC)C. Product: [Cl:17][C:6]1[N:5]=[C:4]([C:18]2[CH:23]=[CH:22][N:21]=[CH:20][CH:19]=2)[N:3]=[C:2]([NH:36][S:33]([CH2:32][CH2:31][C:26]2[CH:27]=[CH:28][CH:29]=[CH:30][N:25]=2)(=[O:35])=[O:34])[C:7]=1[O:8][C:9]1[CH:14]=[CH:13][CH:12]=[CH:11][C:10]=1[O:15][CH3:16]. The catalyst class is: 148. (7) Reactant: [NH2:1][NH2:2].Cl[C:4]1[CH:17]=[CH:16][C:15]2[C:14](=[O:18])[C:13]3[C:8](=[CH:9][CH:10]=[CH:11][CH:12]=3)[C:7](=O)[C:6]=2[CH:5]=1. Product: [N:1]1[NH:2][C:9]2[CH:10]=[CH:11][CH:12]=[C:13]3[C:8]=2[C:7]=1[C:6]1[C:15]([C:14]3=[O:18])=[CH:16][CH:17]=[CH:4][CH:5]=1. The catalyst class is: 17. (8) Reactant: Br[C:2]1[CH:3]=[N:4][C:5]([NH:8][CH2:9][C:10]2[C:15]([F:16])=[CH:14][C:13]([Cl:17])=[CH:12][C:11]=2[F:18])=[N:6][CH:7]=1.[Cl:19][C:20]1[N:25]=[CH:24][C:23](B(O)O)=[C:22]([CH3:29])[CH:21]=1.P([O-])([O-])([O-])=O.[K+].[K+].[K+].O. Product: [Cl:17][C:13]1[CH:14]=[C:15]([F:16])[C:10]([CH2:9][NH:8][C:5]2[N:4]=[CH:3][C:2]([C:23]3[CH:24]=[N:25][C:20]([Cl:19])=[CH:21][C:22]=3[CH3:29])=[CH:7][N:6]=2)=[C:11]([F:18])[CH:12]=1. The catalyst class is: 880. (9) The catalyst class is: 22. Reactant: [CH:1]([NH:4][C:5]1[C:10]([C:11]([NH2:13])=[O:12])=[CH:9][N:8]=[C:7]([S:14][CH3:15])[N:6]=1)([CH3:3])[CH3:2].C1(C2[O:24]N2S(C2C=CC=CC=2)(=O)=O)C=CC=CC=1. Product: [CH:1]([NH:4][C:5]1[C:10]([C:11]([NH2:13])=[O:12])=[CH:9][N:8]=[C:7]([S:14]([CH3:15])=[O:24])[N:6]=1)([CH3:3])[CH3:2]. (10) Reactant: [Cl:1][C:2]1[CH:7]=[CH:6][CH:5]=[CH:4][C:3]=1[N:8]1[C:12]([C:13]2[CH:18]=[CH:17][C:16]([S:19]([CH3:22])(=[O:21])=[O:20])=[CH:15][N:14]=2)=[N:11][N:10]=[C:9]1/[CH:23]=[CH:24]/[C:25]([NH:27][NH:28][C:29](=[O:38])[C:30]1[CH:35]=[CH:34][C:33]([C:36]#[N:37])=[CH:32][CH:31]=1)=O.C1(P(C2C=CC=CC=2)C2C=CC=CC=2)C=CC=CC=1.C(Br)(Br)(Br)Br.C(N(CC)CC)C. Product: [Cl:1][C:2]1[CH:7]=[CH:6][CH:5]=[CH:4][C:3]=1[N:8]1[C:12]([C:13]2[CH:18]=[CH:17][C:16]([S:19]([CH3:22])(=[O:21])=[O:20])=[CH:15][N:14]=2)=[N:11][N:10]=[C:9]1/[CH:23]=[CH:24]/[C:25]1[O:38][C:29]([C:30]2[CH:31]=[CH:32][C:33]([C:36]#[N:37])=[CH:34][CH:35]=2)=[N:28][N:27]=1. The catalyst class is: 4.